From a dataset of Full USPTO retrosynthesis dataset with 1.9M reactions from patents (1976-2016). Predict the reactants needed to synthesize the given product. (1) Given the product [C:17]1([C:20]2[CH:21]=[CH:22][CH:23]=[CH:24][CH:25]=2)[CH:18]=[CH:19][C:14]([NH:13][C:12]2[CH:11]=[N:10][C:9]([Cl:26])=[C:8]3[S:27][C:5]([C:3]([NH2:28])=[O:2])=[CH:6][C:7]=23)=[CH:15][CH:16]=1, predict the reactants needed to synthesize it. The reactants are: C[O:2][C:3]([C:5]1[S:27][C:8]2=[C:9]([Cl:26])[N:10]=[CH:11][C:12]([NH:13][C:14]3[CH:19]=[CH:18][C:17]([C:20]4[CH:25]=[CH:24][CH:23]=[CH:22][CH:21]=4)=[CH:16][CH:15]=3)=[C:7]2[CH:6]=1)=O.[NH3:28].CO. (2) The reactants are: [CH3:1][C:2]1([CH3:16])[C:6]([CH3:8])([CH3:7])[O:5][B:4]([C:9]2[CH:14]=[CH:13][C:12]([OH:15])=[CH:11][CH:10]=2)[O:3]1.Br[CH2:18][C:19]1[CH:20]=[C:21]([CH:26]=[CH:27][CH:28]=1)[C:22]([O:24]C)=[O:23].C(=O)([O-])[O-].[K+].[K+].[OH-].[Li+]. Given the product [CH3:8][C:6]1([CH3:7])[C:2]([CH3:16])([CH3:1])[O:3][B:4]([C:9]2[CH:14]=[CH:13][C:12]([O:15][CH2:18][C:19]3[CH:20]=[C:21]([CH:26]=[CH:27][CH:28]=3)[C:22]([OH:24])=[O:23])=[CH:11][CH:10]=2)[O:5]1, predict the reactants needed to synthesize it. (3) The reactants are: [OH:1][C:2]1[CH:3]=[C:4]2[C:9](=[CH:10][CH:11]=1)[C:8]([C:12]([OH:14])=[O:13])=[CH:7][CH:6]=[CH:5]2.OS(O)(=O)=O.[CH3:20][CH2:21]O. Given the product [OH:1][C:2]1[CH:3]=[C:4]2[C:9](=[CH:10][CH:11]=1)[C:8]([C:12]([O:14][CH2:20][CH3:21])=[O:13])=[CH:7][CH:6]=[CH:5]2, predict the reactants needed to synthesize it. (4) Given the product [F:1][C:2]1[CH:3]=[C:4]([CH:39]=[CH:40][CH:41]=1)[CH2:5][N:6]1[CH:10]=[C:9]([C:11]2[C:19]3[C:14](=[N:15][CH:16]=[C:17]([C:20]4[CH:25]=[N:24][C:23]([CH:26]5[CH2:31][CH2:30][NH:29][CH2:28][CH2:27]5)=[CH:22][CH:21]=4)[CH:18]=3)[NH:13][CH:12]=2)[CH:8]=[N:7]1, predict the reactants needed to synthesize it. The reactants are: [F:1][C:2]1[CH:3]=[C:4]([CH:39]=[CH:40][CH:41]=1)[CH2:5][N:6]1[CH:10]=[C:9]([C:11]2[C:19]3[C:14](=[N:15][CH:16]=[C:17]([C:20]4[CH:21]=[CH:22][C:23]([CH:26]5[CH2:31][CH2:30][N:29](C(OC(C)(C)C)=O)[CH2:28][CH2:27]5)=[N:24][CH:25]=4)[CH:18]=3)[NH:13][CH:12]=2)[CH:8]=[N:7]1. (5) The reactants are: Cl[C:2]1[C:7]([CH:8]([C:10]2[CH:15]=[CH:14][C:13]([CH2:16][CH3:17])=[CH:12][CH:11]=2)O)=[N:6][CH:5]=[CH:4][N:3]=1.[OH-].[K+].C([O-])([O-])=O.[K+].[K+].[CH2:26]([OH:33])[C:27]1[CH:32]=[CH:31][CH:30]=[CH:29][CH:28]=1.COCCOCCN(CCOCCOC)CCOCCOC. Given the product [CH2:26]([O:33][C:2]1[C:7]([CH2:8][C:10]2[CH:15]=[CH:14][C:13]([CH2:16][CH3:17])=[CH:12][CH:11]=2)=[N:6][CH:5]=[CH:4][N:3]=1)[C:27]1[CH:32]=[CH:31][CH:30]=[CH:29][CH:28]=1, predict the reactants needed to synthesize it.